Dataset: Reaction yield outcomes from USPTO patents with 853,638 reactions. Task: Predict the reaction yield, written as a fraction of the theoretical maximum amount of product (1.0 means a 100% yield; for example, 0.34 means a 34% yield). (1) The reactants are Br[C:2]1[CH:7]=[CH:6][N:5]=[C:4]2[N:8]([S:19]([C:22]3[CH:27]=[CH:26][CH:25]=[CH:24][CH:23]=3)(=[O:21])=[O:20])[C:9]([C:11]3[CH:16]=[CH:15][CH:14]=[C:13]([CH:17]=[O:18])[CH:12]=3)=[CH:10][C:3]=12.[N+:28]([C:31]1[CH:36]=[CH:35][C:34]([C:37]2[C:41](B3OC(C)(C)C(C)(C)O3)=[CH:40][N:39]([CH2:51][CH3:52])[N:38]=2)=[CH:33][CH:32]=1)([O-:30])=[O:29].C(=O)(O)[O-].[Na+]. The catalyst is C1C=CC([P]([Pd]([P](C2C=CC=CC=2)(C2C=CC=CC=2)C2C=CC=CC=2)([P](C2C=CC=CC=2)(C2C=CC=CC=2)C2C=CC=CC=2)[P](C2C=CC=CC=2)(C2C=CC=CC=2)C2C=CC=CC=2)(C2C=CC=CC=2)C2C=CC=CC=2)=CC=1.CN(C)C=O. The product is [N+:28]([C:31]1[CH:32]=[CH:33][C:34]([C:37]2[C:41]([C:2]3[CH:7]=[CH:6][N:5]=[C:4]4[N:8]([S:19]([C:22]5[CH:27]=[CH:26][CH:25]=[CH:24][CH:23]=5)(=[O:21])=[O:20])[C:9]([C:11]5[CH:16]=[CH:15][CH:14]=[C:13]([CH:17]=[O:18])[CH:12]=5)=[CH:10][C:3]=34)=[CH:40][N:39]([CH2:51][CH3:52])[N:38]=2)=[CH:35][CH:36]=1)([O-:30])=[O:29]. The yield is 0.810. (2) The catalyst is C1(C)C=CC=CC=1. The product is [Cl:8][C:9]1[CH:14]=[CH:13][N:12]=[C:11]2[CH:15]=[C:16]([C:2]3[CH:3]=[N:4][CH:5]=[N:6][CH:7]=3)[S:17][C:10]=12. The reactants are Br[C:2]1[CH:3]=[N:4][CH:5]=[N:6][CH:7]=1.[Cl:8][C:9]1[CH:14]=[CH:13][N:12]=[C:11]2[CH:15]=[C:16]([Sn](C)(C)C)[S:17][C:10]=12. The yield is 0.510. (3) The reactants are CS(O[CH2:6][CH2:7][N:8]1[CH:12]=[C:11]([C:13]2[CH:18]=[C:17]([C:19]([O:21]C)=[O:20])[CH:16]=[CH:15][N:14]=2)[N:10]=[CH:9]1)(=O)=O.[NH:23]1[C:32]2[C:27](=[CH:28][CH:29]=[CH:30][CH:31]=2)[CH2:26][CH2:25][CH2:24]1. No catalyst specified. The product is [N:23]1([CH2:6][CH2:7][N:8]2[CH:12]=[C:11]([C:13]3[CH:18]=[C:17]([C:19]([OH:21])=[O:20])[CH:16]=[CH:15][N:14]=3)[N:10]=[CH:9]2)[C:32]2[C:27](=[CH:28][CH:29]=[CH:30][CH:31]=2)[CH2:26][CH2:25][CH2:24]1. The yield is 0.170. (4) The reactants are Br[C:2]1[C:6]2[N:7]=[C:8]([Cl:12])[N:9]=[C:10]([NH2:11])[C:5]=2[S:4][CH:3]=1.C(=O)([O-])[O-].[Na+].[Na+].B([C:22]1[CH:23]=[C:24]([CH:28]=[CH:29][CH:30]=1)[C:25]([OH:27])=[O:26])(O)O.CC(C1C=C(C(C)C)C(C2C(P(C(C)(C)C)C(C)(C)C)=CC=CC=2)=C(C(C)C)C=1)C. The catalyst is O1CCOCC1. The product is [NH2:11][C:10]1[C:5]2[S:4][CH:3]=[C:2]([C:22]3[CH:23]=[C:24]([CH:28]=[CH:29][CH:30]=3)[C:25]([OH:27])=[O:26])[C:6]=2[N:7]=[C:8]([Cl:12])[N:9]=1. The yield is 0.650. (5) The reactants are Cl[C:2]1[C:7]([C:8]2[CH:13]=[CH:12][N:11]3[N:14]=[CH:15][C:16]([C:17]#[N:18])=[C:10]3[N:9]=2)=[CH:6][CH:5]=[CH:4][N:3]=1.Br[C:20]1[N:25]=[C:24]([CH3:26])[C:23]([F:27])=[CH:22][CH:21]=1. No catalyst specified. The product is [F:27][C:23]1[CH:22]=[CH:21][C:20]([C:2]2[C:7]([C:8]3[N:9]=[CH:10][N:11]4[N:14]=[CH:15][C:16]([C:17]#[N:18])=[C:12]4[CH:13]=3)=[CH:6][CH:5]=[CH:4][N:3]=2)=[N:25][C:24]=1[CH3:26]. The yield is 0.503. (6) The reactants are O[C@@H:2]1[C@H:6]([CH2:7]/[CH:8]=[CH:9]\[CH2:10][CH2:11][CH2:12][C:13]([OH:15])=[O:14])[C@@H:5]([CH2:16][CH2:17][C@@H:18]([O:27][CH:28]2[CH2:33][CH2:32][CH2:31][CH2:30][O:29]2)[CH2:19]CC2C=CC=CC=2)[C@H:4]([O:34][CH:35]2[CH2:40][CH2:39][CH2:38][CH2:37][O:36]2)[CH2:3]1.C1C=C(SSC2N=CC=CC=2)N=CC=1.C1(P(C2C=CC=CC=2)C2C=CC=CC=2)C=CC=CC=1.[C:74]1([CH3:81])[C:75](C)=[CH:76][CH:77]=[CH:78][CH:79]=1. No catalyst specified. The product is [C:74]1([CH2:81][CH2:19][C@H:18]([O:27][CH:28]2[CH2:33][CH2:32][CH2:31][CH2:30][O:29]2)[CH2:17][CH2:16][C@@H:5]2[C@@H:6]3[C@@H:2]([O:14][C:13](=[O:15])[CH2:12][CH2:11][CH2:10][CH:9]=[CH:8][CH2:7]3)[CH2:3][C@H:4]2[O:34][CH:35]2[CH2:40][CH2:39][CH2:38][CH2:37][O:36]2)[CH:79]=[CH:78][CH:77]=[CH:76][CH:75]=1. The yield is 0.680.